Dataset: hERG potassium channel inhibition data for cardiac toxicity prediction from Karim et al.. Task: Regression/Classification. Given a drug SMILES string, predict its toxicity properties. Task type varies by dataset: regression for continuous values (e.g., LD50, hERG inhibition percentage) or binary classification for toxic/non-toxic outcomes (e.g., AMES mutagenicity, cardiotoxicity, hepatotoxicity). Dataset: herg_karim. (1) The drug is CC(C)(C)[C@@H](N)C(=O)N1CC(c2cc(F)ccc2F)=C[C@H]1c1ccccc1. The result is 1 (blocker). (2) The drug is O=C(NCc1cccc(F)c1)NC1CCN(Cc2ccn(-c3ccc(C(F)(F)F)cc3)c2)CC1. The result is 1 (blocker).